The task is: Predict the reaction yield, written as a fraction of the theoretical maximum amount of product (1.0 means a 100% yield; for example, 0.34 means a 34% yield).. This data is from Reaction yield outcomes from USPTO patents with 853,638 reactions. (1) The reactants are C(OC([N:8]1[CH2:13][CH2:12][N:11]([S:14]([C:17]2[CH:22]=[CH:21][C:20]([NH:23][C:24]3[N:25]=[N:26][C:27]4[CH:33]=[C:32]([C:34]5[C:39]([Cl:40])=[CH:38][CH:37]=[CH:36][C:35]=5[Cl:41])[CH:31]=[C:30]([CH3:42])[C:28]=4[N:29]=3)=[CH:19][CH:18]=2)(=[O:16])=[O:15])[CH2:10][CH2:9]1)=O)(C)(C)C.[C:43]([OH:49])([C:45]([F:48])([F:47])[F:46])=[O:44]. The catalyst is C(Cl)Cl. The product is [OH:49][C:43]([C:45]([F:48])([F:47])[F:46])=[O:44].[Cl:40][C:39]1[CH:38]=[CH:37][CH:36]=[C:35]([Cl:41])[C:34]=1[C:32]1[CH:31]=[C:30]([CH3:42])[C:28]2[N:29]=[C:24]([NH:23][C:20]3[CH:19]=[CH:18][C:17]([S:14]([N:11]4[CH2:10][CH2:9][NH:8][CH2:13][CH2:12]4)(=[O:16])=[O:15])=[CH:22][CH:21]=3)[N:25]=[N:26][C:27]=2[CH:33]=1. The yield is 0.990. (2) The reactants are [I:1][C:2]1[CH:3]=[N:4][NH:5][CH:6]=1.CS(O[CH:12]1[CH2:17][CH2:16][S:15](=[O:19])(=[O:18])[CH2:14][CH2:13]1)(=O)=O.C(=O)([O-])[O-].[Cs+].[Cs+].CC(C)([O-])C.[K+]. The catalyst is CN(C=O)C.O. The product is [I:1][C:2]1[CH:3]=[N:4][N:5]([CH:12]2[CH2:17][CH2:16][S:15](=[O:19])(=[O:18])[CH2:14][CH2:13]2)[CH:6]=1. The yield is 0.600. (3) The reactants are [Cl:1][C:2]1[C:7]([O:8][CH3:9])=[CH:6][C:5]([O:10][CH3:11])=[C:4]([Cl:12])[C:3]=1[C:13]1[C:26](=[O:27])[N:25]([CH2:28][CH2:29][N:30]([CH2:44][CH3:45])[CH:31]2[CH2:36][CH2:35][N:34]([C:37]([O:39][C:40]([CH3:43])([CH3:42])[CH3:41])=[O:38])[CH2:33][CH2:32]2)[C:16]2[N:17]=[C:18](S(C)(=O)=O)[N:19]=[CH:20][C:15]=2[CH:14]=1.[CH3:46][NH2:47]. The catalyst is CC(O)(C)C. The product is [Cl:1][C:2]1[C:7]([O:8][CH3:9])=[CH:6][C:5]([O:10][CH3:11])=[C:4]([Cl:12])[C:3]=1[C:13]1[C:26](=[O:27])[N:25]([CH2:28][CH2:29][N:30]([CH2:44][CH3:45])[CH:31]2[CH2:36][CH2:35][N:34]([C:37]([O:39][C:40]([CH3:43])([CH3:42])[CH3:41])=[O:38])[CH2:33][CH2:32]2)[C:16]2[N:17]=[C:18]([NH:47][CH3:46])[N:19]=[CH:20][C:15]=2[CH:14]=1. The yield is 0.720.